Task: Predict the reactants needed to synthesize the given product.. Dataset: Full USPTO retrosynthesis dataset with 1.9M reactions from patents (1976-2016) (1) Given the product [CH3:19][C:13]1([CH2:20][C:21]([O:23][CH2:24][CH3:25])=[O:22])[CH2:12][CH2:11][C:10]2[C:15](=[CH:16][CH:17]=[C:8]([C:5]3[CH:4]=[CH:3][C:2]([NH:1][C:33]4[CH:38]=[N:37][C:36]([C:39]([F:42])([F:41])[F:40])=[CH:35][CH:34]=4)=[CH:7][N:6]=3)[CH:9]=2)[C:14]1=[O:18], predict the reactants needed to synthesize it. The reactants are: [NH2:1][C:2]1[CH:3]=[CH:4][C:5]([C:8]2[CH:9]=[C:10]3[C:15](=[CH:16][CH:17]=2)[C:14](=[O:18])[C:13]([CH2:20][C:21]([O:23][CH2:24][CH3:25])=[O:22])([CH3:19])[CH2:12][CH2:11]3)=[N:6][CH:7]=1.C(=O)([O-])[O-].[Cs+].[Cs+].Br[C:33]1[CH:34]=[CH:35][C:36]([C:39]([F:42])([F:41])[F:40])=[N:37][CH:38]=1. (2) Given the product [CH3:12][C:13]1[CH:18]=[CH:17][N:16]=[C:15]([N:2]2[CH2:3][CH2:4][C:5]3[C:10](=[CH:9][CH:8]=[CH:7][CH:6]=3)[CH2:1]2)[CH:14]=1, predict the reactants needed to synthesize it. The reactants are: [CH2:1]1[C:10]2[C:5](=[CH:6][CH:7]=[CH:8][CH:9]=2)[CH2:4][CH2:3][NH:2]1.N[CH2:12][C:13]1[CH:18]=[CH:17][N:16]=[CH:15][CH:14]=1.CC1C=CC(CN2CCC3C(=CC=CC=3)C2)=CC=1. (3) Given the product [Si:1]([O:8][CH:9]1[CH2:14][CH2:13][CH:12]([N:15]2[C:37](=[O:38])[C:36]([CH2:35][C:32]3[CH:33]=[CH:34][C:29]([C:24]4[C:23]([C:21]#[N:22])=[CH:28][CH:27]=[CH:26][CH:25]=4)=[CH:30][CH:31]=3)=[C:42]([CH2:43][CH2:44][CH3:45])[N:20]3[N:19]=[N:18][CH:17]=[C:16]23)[CH2:11][CH2:10]1)([C:4]([CH3:7])([CH3:6])[CH3:5])([CH3:3])[CH3:2], predict the reactants needed to synthesize it. The reactants are: [Si:1]([O:8][CH:9]1[CH2:14][CH2:13][CH:12]([NH:15][C:16]2[NH:20][N:19]=[N:18][CH:17]=2)[CH2:11][CH2:10]1)([C:4]([CH3:7])([CH3:6])[CH3:5])([CH3:3])[CH3:2].[C:21]([C:23]1[CH:28]=[CH:27][CH:26]=[CH:25][C:24]=1[C:29]1[CH:34]=[CH:33][C:32]([CH2:35][CH:36]([C:42](=O)[CH2:43][CH2:44][CH3:45])[C:37](OCC)=[O:38])=[CH:31][CH:30]=1)#[N:22].N12CCCN=C1CCCCC2. (4) Given the product [OH:9][CH2:8][CH2:7][CH:2]1[CH2:3][N:4]([C:18]([O:17][CH2:16][C:13]2[CH:14]=[CH:15][CH:10]=[CH:11][CH:12]=2)=[O:19])[CH2:5][CH2:6][N:1]1[C:18]([O:17][CH2:16][C:13]1[CH:14]=[CH:15][CH:10]=[CH:11][CH:12]=1)=[O:19], predict the reactants needed to synthesize it. The reactants are: [NH:1]1[CH2:6][CH2:5][NH:4][CH2:3][CH:2]1[CH2:7][CH2:8][OH:9].[CH:10]1[CH:15]=[CH:14][C:13]([CH2:16][O:17][C:18](Cl)=[O:19])=[CH:12][CH:11]=1.